Dataset: Reaction yield outcomes from USPTO patents with 853,638 reactions. Task: Predict the reaction yield, written as a fraction of the theoretical maximum amount of product (1.0 means a 100% yield; for example, 0.34 means a 34% yield). (1) The reactants are [2H][C:2]1[C:7]([2H])=[C:6]([NH2:9])[C:5]([NH2:10])=[C:4]([2H])[C:3]=1[2H].C[SH-][C:15]([SH-]C)=[N:16][C:17]1[S:18][C:19]2[CH:25]=[CH:24][CH:23]=[CH:22][C:20]=2[N:21]=1.O. The catalyst is CN(C=O)C. The product is [S:18]1[C:19]2[CH:25]=[CH:24][CH:23]=[CH:22][C:20]=2[N:21]=[C:17]1[NH:16][C:15]1[NH:9][C:6]2[CH:7]=[CH:2][CH:3]=[CH:4][C:5]=2[N:10]=1. The yield is 0.601. (2) The reactants are Br[CH2:2][CH2:3][CH2:4][OH:5].[Cl:6][C:7]1[CH:12]=[C:11]([O:13][CH2:14][CH:15]=[C:16]([Cl:18])[Cl:17])[CH:10]=[C:9]([Cl:19])[C:8]=1[OH:20].[OH-].[Na+].S(=O)(=O)(O)O. The catalyst is [Br-].C[P+](C)(C)C1C=CC=CC=1.C1(C)C=CC=CC=1.O. The product is [Cl:6][C:7]1[CH:12]=[C:11]([O:13][CH2:14][CH:15]=[C:16]([Cl:18])[Cl:17])[CH:10]=[C:9]([Cl:19])[C:8]=1[O:20][CH2:2][CH2:3][CH2:4][OH:5]. The yield is 0.910.